Dataset: Full USPTO retrosynthesis dataset with 1.9M reactions from patents (1976-2016). Task: Predict the reactants needed to synthesize the given product. (1) Given the product [F:8][C:6]1[CH:5]=[C:4]([CH2:9][C:10]([NH:12][C@H:13]([C:15]([NH:18][CH:19]([C:24]2[CH:29]=[CH:28][CH:27]=[C:26]([NH2:30])[N:25]=2)[C:20]([O:22][CH3:23])=[O:21])=[O:17])[CH3:14])=[O:11])[CH:3]=[C:2]([F:1])[CH:7]=1, predict the reactants needed to synthesize it. The reactants are: [F:1][C:2]1[CH:3]=[C:4]([CH2:9][C:10]([NH:12][C@H:13]([C:15]([OH:17])=O)[CH3:14])=[O:11])[CH:5]=[C:6]([F:8])[CH:7]=1.[NH2:18][CH:19]([C:24]1[CH:29]=[CH:28][CH:27]=[C:26]([NH2:30])[N:25]=1)[C:20]([O:22][CH3:23])=[O:21]. (2) Given the product [CH3:1][C@H:2]1[CH2:6][CH2:5][CH2:4][N:3]1[C:7]1[CH:8]=[C:9]([NH2:13])[CH:10]=[CH:11][CH:12]=1, predict the reactants needed to synthesize it. The reactants are: [CH3:1][C@H:2]1[CH2:6][CH2:5][CH2:4][N:3]1[C:7]1[CH:12]=[CH:11][CH:10]=[C:9]([N+:13]([O-])=O)[CH:8]=1. (3) Given the product [CH2:3]([O:5][C:6](=[O:28])[CH2:7][C:8]1[CH:13]=[CH:12][CH:11]=[C:10]([C:14]2[CH:19]=[CH:18][C:17]([C:20]([F:21])([F:23])[F:22])=[CH:16][C:15]=2[CH2:24][N:25]([CH2:26][CH3:27])[C:37]([NH:36][CH2:29][C:30]2[CH:35]=[CH:34][CH:33]=[CH:32][CH:31]=2)=[O:38])[N:9]=1)[CH3:4], predict the reactants needed to synthesize it. The reactants are: Cl.Cl.[CH2:3]([O:5][C:6](=[O:28])[CH2:7][C:8]1[CH:13]=[CH:12][CH:11]=[C:10]([C:14]2[CH:19]=[CH:18][C:17]([C:20]([F:23])([F:22])[F:21])=[CH:16][C:15]=2[CH2:24][NH:25][CH2:26][CH3:27])[N:9]=1)[CH3:4].[CH2:29]([N:36]=[C:37]=[O:38])[C:30]1[CH:35]=[CH:34][CH:33]=[CH:32][CH:31]=1. (4) The reactants are: [C@@H]1(N2C=NC(N)=NC2=O)O[C@H](CO)[C@@H](O)C1.[NH:17]1[CH:24]=[N:23][C:21]([NH2:22])=[N:20][C:18]1=[O:19].C(O[CH:29]1[O:37][C@H:36]([CH2:38][O:39][C:40](=[O:42])[CH3:41])[C@@H:31]([O:32][C:33](=[O:35])[CH3:34])[CH2:30]1)(=O)C.C(Cl)(=O)C. Given the product [C:33]([O:32][C@@H:31]1[C@@H:36]([CH2:38][O:39][C:40](=[O:42])[CH3:41])[O:37][CH:29]([N:17]2[CH:24]=[N:23][C:21]([NH2:22])=[N:20][C:18]2=[O:19])[CH2:30]1)(=[O:35])[CH3:34], predict the reactants needed to synthesize it. (5) The reactants are: [CH3:1][O:2][C:3]1[CH:4]=[C:5]([C:11]2[NH:12][C:13]([C:16]([OH:28])([CH2:21][C:22]3[CH:27]=[CH:26][CH:25]=[CH:24][CH:23]=3)[C:17](OC)=[O:18])=[N:14][N:15]=2)[CH:6]=[C:7]([O:9][CH3:10])[CH:8]=1.[OH-].[Na+].[F:31][C:32]1[CH:37]=[CH:36][C:35]([C@H:38]([N:40]=[C:41]=[O:42])[CH3:39])=[CH:34][CH:33]=1. Given the product [CH2:21]([C:16]1([C:13]2[NH:12][C:11]([C:5]3[CH:6]=[C:7]([O:9][CH3:10])[CH:8]=[C:3]([O:2][CH3:1])[CH:4]=3)=[N:15][N:14]=2)[O:28][C:41](=[O:42])[N:40]([C@@H:38]([C:35]2[CH:34]=[CH:33][C:32]([F:31])=[CH:37][CH:36]=2)[CH3:39])[C:17]1=[O:18])[C:22]1[CH:27]=[CH:26][CH:25]=[CH:24][CH:23]=1, predict the reactants needed to synthesize it. (6) The reactants are: [Cl:1][C:2]1[CH:7]=[CH:6][C:5]([CH:8]([C:10]2[CH:15]=[CH:14][CH:13]=[CH:12][N:11]=2)[NH2:9])=[C:4]([CH3:16])[CH:3]=1.[Br:17][C:18]1[O:19][C:20]2[CH:26]=[CH:25][C:24]([CH2:27][C:28](O)=[O:29])=[CH:23][C:21]=2[CH:22]=1.C(OCC#N)(C)C. Given the product [Br:17][C:18]1[O:19][C:20]2[CH:26]=[CH:25][C:24]([CH2:27][C:28]([NH:9][CH:8]([C:5]3[CH:6]=[CH:7][C:2]([Cl:1])=[CH:3][C:4]=3[CH3:16])[C:10]3[CH:15]=[CH:14][CH:13]=[CH:12][N:11]=3)=[O:29])=[CH:23][C:21]=2[CH:22]=1, predict the reactants needed to synthesize it. (7) Given the product [ClH:25].[ClH:59].[ClH:1].[CH:37]1([NH:40][C:41]([C:43]2[C:51]3[CH:50]=[C:49]([C:52]4[C:57]([Br:58])=[CH:56][N:55]=[C:54]([NH:71][CH2:70][CH2:69][CH2:68][N:64]5[CH2:65][CH2:66][CH2:67][N:61]([CH3:60])[CH2:62][CH2:63]5)[N:53]=4)[S:48][C:47]=3[CH:46]=[CH:45][CH:44]=2)=[O:42])[CH2:39][CH2:38]1, predict the reactants needed to synthesize it. The reactants are: [ClH:1].Cl.Cl.C1(NC(C2C3C=C(C4C([Cl:25])=CN=C(NCCCN5CCN(C)CC5)N=4)SC=3C=CC=2)=O)CC1.[CH:37]1([NH:40][C:41]([C:43]2[C:51]3[CH:50]=[C:49]([C:52]4[C:57]([Br:58])=[CH:56][N:55]=[C:54]([Cl:59])[N:53]=4)[S:48][C:47]=3[CH:46]=[CH:45][CH:44]=2)=[O:42])[CH2:39][CH2:38]1.[CH3:60][N:61]1[CH2:67][CH2:66][CH2:65][N:64]([CH2:68][CH2:69][CH2:70][NH2:71])[CH2:63][CH2:62]1. (8) Given the product [Cl:1][C:2]1[CH:10]=[C:9]2[C:5]([CH2:6][C:7](=[O:27])[N:8]2[CH:11]([CH2:21][CH:22]2[CH2:26][CH2:25][CH2:24][CH2:23]2)[C:12]([NH:14][C:15]2[CH:6]=[CH:7][N:8]([CH3:9])[N:16]=2)=[O:13])=[CH:4][CH:3]=1, predict the reactants needed to synthesize it. The reactants are: [Cl:1][C:2]1[CH:10]=[C:9]2[C:5]([CH2:6][C:7](=[O:27])[N:8]2[CH:11]([CH2:21][CH:22]2[CH2:26][CH2:25][CH2:24][CH2:23]2)[C:12]([NH:14][C:15]2C=NC=C[N:16]=2)=[O:13])=[CH:4][CH:3]=1.S(Cl)(Cl)=O. (9) Given the product [CH3:28][N:25]1[C:26]2[CH:27]=[C:19]([N:12]3[CH:13]=[CH:14][C:9]([C:6]4[CH:5]=[CH:4][C:3]([C:2]([F:1])([F:16])[F:17])=[CH:8][N:7]=4)=[CH:10][C:11]3=[O:15])[CH:20]=[CH:21][C:22]=2[C:23]2[CH2:32][N:31]([C:33]([O:35][C:36]([CH3:39])([CH3:38])[CH3:37])=[O:34])[CH2:30][CH2:29][C:24]1=2, predict the reactants needed to synthesize it. The reactants are: [F:1][C:2]([F:17])([F:16])[C:3]1[CH:4]=[CH:5][C:6]([C:9]2[CH:14]=[CH:13][NH:12][C:11](=[O:15])[CH:10]=2)=[N:7][CH:8]=1.Br[C:19]1[CH:20]=[CH:21][C:22]2[C:23]3[CH2:32][N:31]([C:33]([O:35][C:36]([CH3:39])([CH3:38])[CH3:37])=[O:34])[CH2:30][CH2:29][C:24]=3[N:25]([CH3:28])[C:26]=2[CH:27]=1. (10) Given the product [Br:1][C:2]1[N:7]=[C:6]([N+:9]([O-:11])=[O:10])[C:5]([OH:8])=[CH:4][CH:3]=1, predict the reactants needed to synthesize it. The reactants are: [Br:1][C:2]1[N:7]=[CH:6][C:5]([OH:8])=[CH:4][CH:3]=1.[N+:9]([O-])([OH:11])=[O:10].[OH-].